The task is: Predict which catalyst facilitates the given reaction.. This data is from Catalyst prediction with 721,799 reactions and 888 catalyst types from USPTO. Reactant: [Br:1][C:2]1[CH:8]=[CH:7][C:5]([OH:6])=[CH:4][C:3]=1[OH:9].C(=O)([O-])[O-].[K+].[K+].[C:16]1([CH3:26])[CH:21]=[CH:20][C:19]([S:22](Cl)(=[O:24])=[O:23])=[CH:18][CH:17]=1.[CH3:27]I. Product: [C:16]1([CH3:26])[CH:21]=[CH:20][C:19]([S:22]([O:6][C:5]2[CH:7]=[CH:8][C:2]([Br:1])=[C:3]([O:9][CH3:27])[CH:4]=2)(=[O:24])=[O:23])=[CH:18][CH:17]=1. The catalyst class is: 883.